This data is from CYP2C19 inhibition data for predicting drug metabolism from PubChem BioAssay. The task is: Regression/Classification. Given a drug SMILES string, predict its absorption, distribution, metabolism, or excretion properties. Task type varies by dataset: regression for continuous measurements (e.g., permeability, clearance, half-life) or binary classification for categorical outcomes (e.g., BBB penetration, CYP inhibition). Dataset: cyp2c19_veith. (1) The drug is CCCc1cc2c(n1Cc1cccc(Cl)c1)C(C)C1CN(C(=O)c3ccccc3)C(C)(C(=O)OC)C21. The result is 1 (inhibitor). (2) The molecule is COC(=O)C1=C(C)NC(C)=C(C(=O)OC)C1c1ccccc1[N+](=O)[O-]. The result is 0 (non-inhibitor). (3) The drug is Cc1nc2ccccn2c1C(=O)CSc1ccccc1Cl. The result is 1 (inhibitor).